Dataset: Reaction yield outcomes from USPTO patents with 853,638 reactions. Task: Predict the reaction yield, written as a fraction of the theoretical maximum amount of product (1.0 means a 100% yield; for example, 0.34 means a 34% yield). (1) The reactants are Cl.C[O:3][C:4]1[CH:5]=[C:6]2[C:11](=[CH:12][CH:13]=1)[CH:10]=[C:9]([C:14](=[O:16])[CH3:15])[CH:8]=[CH:7]2. The catalyst is ClCCl. The product is [OH:3][C:4]1[CH:5]=[C:6]2[C:11](=[CH:12][CH:13]=1)[CH:10]=[C:9]([C:14](=[O:16])[CH3:15])[CH:8]=[CH:7]2. The yield is 0.890. (2) The reactants are [CH3:1][O:2][C:3]1[CH:8]=[CH:7][N:6]=[C:5]([NH:9]C(=O)OC(C)(C)C)[C:4]=1[CH3:17].FC(F)(F)C(O)=O.C(=O)(O)[O-].[Na+]. The catalyst is C(Cl)Cl. The product is [CH3:1][O:2][C:3]1[CH:8]=[CH:7][N:6]=[C:5]([NH2:9])[C:4]=1[CH3:17]. The yield is 0.940. (3) The reactants are [CH3:1][O:2][C:3]([C:5]1[C:13]([NH:14][C:15]2[CH:20]=[CH:19][CH:18]=[CH:17][CH:16]=2)=[C:12]([Cl:21])[C:8]2[N:9]=[CH:10][NH:11][C:7]=2[CH:6]=1)=[O:4].C1C(=O)N([Br:29])C(=O)C1. The product is [CH3:1][O:2][C:3]([C:5]1[C:13]([NH:14][C:15]2[CH:16]=[CH:17][C:18]([Br:29])=[CH:19][CH:20]=2)=[C:12]([Cl:21])[C:8]2[N:9]=[CH:10][NH:11][C:7]=2[CH:6]=1)=[O:4]. The yield is 0.540. The catalyst is CN(C=O)C. (4) The reactants are [Cl:1][C:2]1[CH:10]=[CH:9][CH:8]=[C:7]([Cl:11])[C:3]=1[C:4](Cl)=[O:5].Cl.[NH2:13][C:14]1[CH:15]=[C:16]([B:21]([OH:23])[OH:22])[CH:17]=[CH:18][C:19]=1[CH3:20]. No catalyst specified. The product is [Cl:1][C:2]1[CH:10]=[CH:9][CH:8]=[C:7]([Cl:11])[C:3]=1[C:4]([NH:13][C:14]1[CH:15]=[C:16]([B:21]([OH:23])[OH:22])[CH:17]=[CH:18][C:19]=1[CH3:20])=[O:5]. The yield is 0.490. (5) The product is [C:20]([O:19][CH2:1][CH2:2][CH2:3][CH2:4][CH2:5][CH2:6][CH2:7][CH2:8][CH2:9][CH2:10][CH2:11][CH2:12][CH2:13][CH2:14][CH2:15][CH3:16])(=[O:24])[CH:21]([CH3:23])[OH:22]. No catalyst specified. The yield is 0.400. The reactants are [CH2:1]([OH:19])[CH2:2][CH2:3][CH2:4][CH2:5][CH2:6][CH2:7][CH2:8][CH2:9][CH2:10][CH2:11][CH2:12][CH2:13][CH2:14][CH2:15][CH2:16]CC.[C:20](OCC)(=[O:24])[CH:21]([CH3:23])[OH:22]. (6) The reactants are Br[CH2:2][C:3]([O:5][C:6]([CH3:9])([CH3:8])[CH3:7])=[O:4].C(N(CC)CC)C.[SH:17][CH2:18][CH2:19][OH:20].C(OC(=O)C)C. The catalyst is C(Cl)Cl.CCCCCC. The product is [OH:20][CH2:19][CH2:18][S:17][CH2:2][C:3]([O:5][C:6]([CH3:9])([CH3:8])[CH3:7])=[O:4]. The yield is 0.620.